Dataset: Peptide-MHC class II binding affinity with 134,281 pairs from IEDB. Task: Regression. Given a peptide amino acid sequence and an MHC pseudo amino acid sequence, predict their binding affinity value. This is MHC class II binding data. The peptide sequence is CVDAKMTEEDKENALSL. The MHC is DRB1_0301 with pseudo-sequence DRB1_0301. The binding affinity (normalized) is 0.165.